From a dataset of Forward reaction prediction with 1.9M reactions from USPTO patents (1976-2016). Predict the product of the given reaction. (1) Given the reactants [ClH:1].[O:2]=[C:3]1[CH2:8][O:7][CH2:6][CH2:5][N:4]1[C:9]1[CH:14]=[CH:13][C:12]([NH:15][C:16]([CH:18]2[CH2:22][CH2:21][CH2:20][N:19]2C(OC(C)(C)C)=O)=[O:17])=[CH:11][CH:10]=1, predict the reaction product. The product is: [ClH:1].[O:2]=[C:3]1[CH2:8][O:7][CH2:6][CH2:5][N:4]1[C:9]1[CH:10]=[CH:11][C:12]([NH:15][C:16]([CH:18]2[CH2:22][CH2:21][CH2:20][NH:19]2)=[O:17])=[CH:13][CH:14]=1. (2) Given the reactants Br[CH:2]([CH3:15])[C:3]([C:5]1[C:14]2[C:9](=[CH:10][CH:11]=[CH:12][CH:13]=2)[CH:8]=[CH:7][CH:6]=1)=[O:4].[C:16]([O-:19])(=[O:18])[CH3:17].[Na+], predict the reaction product. The product is: [C:16]([O:19][CH:2]([CH3:15])[C:3]([C:5]1[C:14]2[C:9](=[CH:10][CH:11]=[CH:12][CH:13]=2)[CH:8]=[CH:7][CH:6]=1)=[O:4])(=[O:18])[CH3:17]. (3) The product is: [N+:1]([C:4]1[CH:5]=[C:6]([C:10](=[CH:22][CH:19]2[CH2:20][CH2:21][O:16][CH2:17][CH2:18]2)[C:11]([O:13][CH2:14][CH3:15])=[O:12])[CH:7]=[CH:8][CH:9]=1)([O-:3])=[O:2]. Given the reactants [N+:1]([C:4]1[CH:5]=[C:6]([CH2:10][C:11]([O:13][CH2:14][CH3:15])=[O:12])[CH:7]=[CH:8][CH:9]=1)([O-:3])=[O:2].[O:16]1[CH2:21][CH2:20][CH:19]([CH:22]=O)[CH2:18][CH2:17]1, predict the reaction product. (4) Given the reactants [Br:1][C:2]1[CH:7]=[CH:6][N:5]=[C:4]([CH3:8])[CH:3]=1.[Li+].CC([N-]C(C)C)C.[C:17](=O)([O:20]C)[O:18][CH3:19], predict the reaction product. The product is: [Br:1][C:2]1[CH:7]=[CH:6][N:5]=[C:4]([CH2:8][C:17]([O:18][CH3:19])=[O:20])[CH:3]=1. (5) Given the reactants [C:1]([O:5][C:6]([NH:8][C@H:9]([CH2:29][C:30]1[CH:35]=[C:34]([F:36])[C:33]([F:37])=[CH:32][C:31]=1[F:38])[CH2:10][C:11]([N:13]1[CH2:18][CH2:17][N:16]2[C:19]([C:25]([F:28])([F:27])[F:26])=[N:20][C:21]([C:22](O)=[O:23])=[C:15]2[CH2:14]1)=[O:12])=[O:7])([CH3:4])([CH3:3])[CH3:2].S(O)(O)(=O)=O.[NH2:44][CH2:45][C:46]#[N:47].O=C1N([ClH]P([ClH]N2CCOC2=O)=O)CCO1.C(N(CC)CC)C, predict the reaction product. The product is: [C:1]([O:5][C:6](=[O:7])[NH:8][C@H:9]([CH2:29][C:30]1[CH:35]=[C:34]([F:36])[C:33]([F:37])=[CH:32][C:31]=1[F:38])[CH2:10][C:11]([N:13]1[CH2:18][CH2:17][N:16]2[C:19]([C:25]([F:28])([F:26])[F:27])=[N:20][C:21]([C:22](=[O:23])[NH:47][CH2:46][C:45]#[N:44])=[C:15]2[CH2:14]1)=[O:12])([CH3:4])([CH3:2])[CH3:3]. (6) Given the reactants [CH3:1][O:2][C:3]([C:5]1[S:6][C:7]([C:10]2[N:14]([C:15]3[CH:20]=[CH:19][C:18]([O:21]C)=[CH:17][CH:16]=3)[C:13]3[CH:23]=[CH:24][CH:25]=[CH:26][C:12]=3[N:11]=2)=[CH:8][CH:9]=1)=[O:4].B(Br)(Br)Br.CO.C(=O)(O)[O-].[Na+], predict the reaction product. The product is: [CH3:1][O:2][C:3]([C:5]1[S:6][C:7]([C:10]2[N:14]([C:15]3[CH:20]=[CH:19][C:18]([OH:21])=[CH:17][CH:16]=3)[C:13]3[CH:23]=[CH:24][CH:25]=[CH:26][C:12]=3[N:11]=2)=[CH:8][CH:9]=1)=[O:4]. (7) Given the reactants [Br:1][C:2]1[C:3](=[O:28])[N:4]([CH2:19][C:20]2[O:24][C:23]([C:25](O)=[O:26])=[CH:22][CH:21]=2)[C:5]([CH3:18])=[CH:6][C:7]=1[O:8][CH2:9][C:10]1[CH:15]=[CH:14][C:13]([F:16])=[CH:12][C:11]=1[F:17].ClC1N=C(OC)N=C(OC)[N:31]=1.CN1CCOCC1.[OH-].[NH4+], predict the reaction product. The product is: [Br:1][C:2]1[C:3](=[O:28])[N:4]([CH2:19][C:20]2[O:24][C:23]([C:25]([NH2:31])=[O:26])=[CH:22][CH:21]=2)[C:5]([CH3:18])=[CH:6][C:7]=1[O:8][CH2:9][C:10]1[CH:15]=[CH:14][C:13]([F:16])=[CH:12][C:11]=1[F:17]. (8) Given the reactants [C:1]([O:5][C:6]([N:8]1[CH2:12][CH2:11][CH:10]([OH:13])[CH2:9]1)=[O:7])([CH3:4])([CH3:3])[CH3:2].C(N(C(C)C)C(C)C)C.[CH3:23][S:24](Cl)(=[O:26])=[O:25], predict the reaction product. The product is: [C:1]([O:5][C:6]([N:8]1[CH2:12][CH2:11][CH:10]([O:13][S:24]([CH3:23])(=[O:26])=[O:25])[CH2:9]1)=[O:7])([CH3:4])([CH3:2])[CH3:3]. (9) The product is: [O:2]1[CH:6]=[CH:5][C:4]([C:7]2[N:12]3[CH:13]=[N:14][N:15]=[C:11]3[C:10]([N:16]3[CH2:17][CH2:18][N:19]([CH3:25])[CH2:20][CH2:21]3)=[N:9][CH:8]=2)=[CH:3]1. Given the reactants Cl.[O:2]1[CH:6]=[CH:5][C:4]([C:7]2[N:12]3[CH:13]=[N:14][N:15]=[C:11]3[C:10]([N:16]3[CH2:21][CH2:20][NH:19][CH2:18][CH2:17]3)=[N:9][CH:8]=2)=[CH:3]1.C=O.Cl[CH2:25]Cl.C([BH3-])#N.[Na+], predict the reaction product.